Task: Predict the product of the given reaction.. Dataset: Forward reaction prediction with 1.9M reactions from USPTO patents (1976-2016) Given the reactants [OH-].[K+].[CH:3]1([C:6]([CH:14]2[CH2:16][CH2:15]2)([C:8]2[S:9][C:10]([SH:13])=[N:11][N:12]=2)[OH:7])[CH2:5][CH2:4]1.Br[C:18]1[CH:27]=[C:26]2[C:21]([C:22]([C:29]3[CH:30]=[N:31][CH:32]=[CH:33][CH:34]=3)=[CH:23][C:24](=[O:28])[O:25]2)=[CH:20][CH:19]=1, predict the reaction product. The product is: [CH:14]1([C:6]([CH:3]2[CH2:5][CH2:4]2)([OH:7])[C:8]2[S:9][C:10]([S:13][C:18]3[CH:27]=[C:26]4[C:21]([C:22]([C:29]5[CH:30]=[N:31][CH:32]=[CH:33][CH:34]=5)=[CH:23][C:24](=[O:28])[O:25]4)=[CH:20][CH:19]=3)=[N:11][N:12]=2)[CH2:15][CH2:16]1.